Dataset: Reaction yield outcomes from USPTO patents with 853,638 reactions. Task: Predict the reaction yield, written as a fraction of the theoretical maximum amount of product (1.0 means a 100% yield; for example, 0.34 means a 34% yield). The reactants are [CH3:1][C:2]1[CH:3]=[C:4]([C:13](=O)[CH3:14])[CH:5]=[CH:6][C:7]=1[O:8][C:9]([F:12])([F:11])[F:10].[CH3:16][C:17]([S@:20]([NH2:22])=[O:21])([CH3:19])[CH3:18]. No catalyst specified. The product is [CH3:16][C:17]([S@:20]([NH:22][CH:13]([C:4]1[CH:5]=[CH:6][C:7]([O:8][C:9]([F:12])([F:11])[F:10])=[C:2]([CH3:1])[CH:3]=1)[CH3:14])=[O:21])([CH3:19])[CH3:18]. The yield is 0.660.